From a dataset of Catalyst prediction with 721,799 reactions and 888 catalyst types from USPTO. Predict which catalyst facilitates the given reaction. (1) Reactant: [Cl:1][C:2]1[CH:7]=[C:6]([F:8])[CH:5]=[CH:4][C:3]=1[CH2:9][NH:10][C:11](=[O:24])[CH2:12][C:13]1[C:14]([CH3:23])=[N:15][N:16]([CH2:19][C:20]([OH:22])=O)[C:17]=1[CH3:18].CCN=C=NCCCN(C)C.Cl.ON1C2C=CC=CC=2N=N1.C(N(C(C)C)CC)(C)C.[NH:56]1[CH2:61][CH2:60][O:59][CH2:58][CH2:57]1. Product: [Cl:1][C:2]1[CH:7]=[C:6]([F:8])[CH:5]=[CH:4][C:3]=1[CH2:9][NH:10][C:11](=[O:24])[CH2:12][C:13]1[C:14]([CH3:23])=[N:15][N:16]([CH2:19][C:20]([N:56]2[CH2:61][CH2:60][O:59][CH2:58][CH2:57]2)=[O:22])[C:17]=1[CH3:18]. The catalyst class is: 42. (2) Product: [Br:11][C:12]1[CH:21]=[CH:20][C:19]([C:17]([NH:8][CH2:7][C:6]([F:10])([F:9])[F:5])=[O:18])=[C:14]([CH2:15][OH:16])[CH:13]=1. Reactant: [Cl-].[Cl-].[Cl-].[Al+3].[F:5][C:6]([F:10])([F:9])[CH2:7][NH2:8].[Br:11][C:12]1[CH:13]=[C:14]2[C:19](=[CH:20][CH:21]=1)[C:17](=[O:18])[O:16][CH2:15]2. The catalyst class is: 26. (3) Reactant: [C:1]([CH:4]1[CH2:9][CH2:8][CH:7]([N:10]2[C:19](=[O:20])[CH2:18][C:17]3[C:12](=[CH:13][C:14]([O:23][CH:24]([CH3:26])[CH3:25])=[C:15]([O:21][CH3:22])[CH:16]=3)[CH:11]2[C:27]2[CH:32]=[CH:31][C:30]([Cl:33])=[CH:29][CH:28]=2)[CH2:6][CH2:5]1)(=[O:3])[CH3:2].[CH3:34][Mg]Br. Product: [Cl:33][C:30]1[CH:29]=[CH:28][C:27]([CH:11]2[C:12]3[C:17](=[CH:16][C:15]([O:21][CH3:22])=[C:14]([O:23][CH:24]([CH3:26])[CH3:25])[CH:13]=3)[CH2:18][C:19](=[O:20])[N:10]2[CH:7]2[CH2:6][CH2:5][CH:4]([C:1]([OH:3])([CH3:34])[CH3:2])[CH2:9][CH2:8]2)=[CH:32][CH:31]=1. The catalyst class is: 1.